Task: Regression. Given two drug SMILES strings and cell line genomic features, predict the synergy score measuring deviation from expected non-interaction effect.. Dataset: NCI-60 drug combinations with 297,098 pairs across 59 cell lines Drug 1: CC1=C(C=C(C=C1)NC2=NC=CC(=N2)N(C)C3=CC4=NN(C(=C4C=C3)C)C)S(=O)(=O)N.Cl. Drug 2: C(CC(=O)O)C(=O)CN.Cl. Cell line: UO-31. Synergy scores: CSS=9.60, Synergy_ZIP=4.71, Synergy_Bliss=7.45, Synergy_Loewe=7.46, Synergy_HSA=7.57.